This data is from HIV replication inhibition screening data with 41,000+ compounds from the AIDS Antiviral Screen. The task is: Binary Classification. Given a drug SMILES string, predict its activity (active/inactive) in a high-throughput screening assay against a specified biological target. The molecule is CC(CCc1nc2ccccc2[nH]1)C1CCC2C3C(O)CC4CC(O)CCC4(C)C3CC(O)C12C. The result is 0 (inactive).